This data is from Catalyst prediction with 721,799 reactions and 888 catalyst types from USPTO. The task is: Predict which catalyst facilitates the given reaction. (1) Reactant: [F:1][C:2]1[C:7]([N:8]([CH3:15])[S:9]([CH2:12][CH2:13][CH3:14])(=[O:11])=[O:10])=[CH:6][CH:5]=[C:4]([F:16])[C:3]=1[NH:17][C:18](=[O:26])OC1C=CC=CC=1.[CH3:27][O:28][C:29]1[C:37]2[C:32](=[N:33][CH:34]=[N:35][C:36]=2[NH2:38])[NH:31][N:30]=1.C(N(CC)CC)C.O. Product: [F:1][C:2]1[C:3]([NH:17][C:18]([NH:38][C:36]2[N:35]=[CH:34][N:33]=[C:32]3[NH:31][N:30]=[C:29]([O:28][CH3:27])[C:37]=23)=[O:26])=[C:4]([F:16])[CH:5]=[CH:6][C:7]=1[N:8]([CH3:15])[S:9]([CH2:12][CH2:13][CH3:14])(=[O:10])=[O:11]. The catalyst class is: 1. (2) Reactant: [N+:1]([C:4]1[CH:10]=[C:9]([C:11]#[C:12][Si](C)(C)C)[CH:8]=[CH:7][C:5]=1[NH2:6])([O-:3])=[O:2].C(Cl)Cl.C([O-])([O-])=O.[K+].[K+]. Product: [C:11]([C:9]1[CH:8]=[CH:7][C:5]([NH2:6])=[C:4]([N+:1]([O-:3])=[O:2])[CH:10]=1)#[CH:12]. The catalyst class is: 24. (3) Reactant: [CH2:1]([Li])CCC.[CH3:6][O:7][C:8](=[O:25])[C:9]([C:11]1[CH:20]=[C:19]2[C:14]([CH2:15][CH2:16][C:17](=[O:22])[N:18]2[CH3:21])=[CH:13][C:12]=1[O:23][CH3:24])=O. Product: [CH3:6][O:7][C:8](=[O:25])[C:9]([C:11]1[CH:20]=[C:19]2[C:14]([CH2:15][CH2:16][C:17](=[O:22])[N:18]2[CH3:21])=[CH:13][C:12]=1[O:23][CH3:24])=[CH2:1]. The catalyst class is: 597.